From a dataset of Peptide-MHC class II binding affinity with 134,281 pairs from IEDB. Regression. Given a peptide amino acid sequence and an MHC pseudo amino acid sequence, predict their binding affinity value. This is MHC class II binding data. (1) The peptide sequence is IDQVTIAGAKLRSLN. The MHC is DRB1_0701 with pseudo-sequence DRB1_0701. The binding affinity (normalized) is 0.457. (2) The peptide sequence is VPPADKYKTFEAAFT. The MHC is DRB1_0401 with pseudo-sequence DRB1_0401. The binding affinity (normalized) is 0.325. (3) The peptide sequence is SVAYKAAVGATPEAK. The MHC is HLA-DQA10401-DQB10402 with pseudo-sequence HLA-DQA10401-DQB10402. The binding affinity (normalized) is 0.351.